This data is from Reaction yield outcomes from USPTO patents with 853,638 reactions. The task is: Predict the reaction yield, written as a fraction of the theoretical maximum amount of product (1.0 means a 100% yield; for example, 0.34 means a 34% yield). (1) The reactants are [N+:1]([C:4]1[CH:5]=[C:6]([CH:9]=[CH:10][CH:11]=1)[CH:7]=O)([O-:3])=[O:2].O=[C:13]([CH3:20])[CH2:14][C:15]([O:17][CH2:18][CH3:19])=[O:16].[NH3:21]. The catalyst is C(O)C. The yield is 0.680. The product is [CH3:20][C:13]1[NH:21][C:13]([CH3:20])=[C:14]([C:15]([O:17][CH2:18][CH3:19])=[O:16])[CH:7]([C:6]2[CH:9]=[CH:10][CH:11]=[C:4]([N+:1]([O-:3])=[O:2])[CH:5]=2)[C:14]=1[C:15]([O:17][CH2:18][CH3:19])=[O:16]. (2) The reactants are [CH3:1][CH:2]1[CH2:6][CH2:5][CH2:4][N:3]1[C:7]1[N:12]=[C:11]([NH:13][C:14]2[C:15]3[N:16]([CH:29]=[CH:30][N:31]=3)[N:17]=[C:18]([C:20]3[CH:21]=[C:22]([CH:26]=[CH:27][CH:28]=3)[C:23](O)=[O:24])[CH:19]=2)[CH:10]=[CH:9][CH:8]=1.[CH3:32][N:33]([CH3:37])[CH2:34][CH2:35][NH2:36].CN1C=CN=C1.CCN=C=NCCCN(C)C. The catalyst is ClCCl. The product is [CH3:32][N:33]([CH3:37])[CH2:34][CH2:35][NH:36][C:23](=[O:24])[C:22]1[CH:26]=[CH:27][CH:28]=[C:20]([C:18]2[CH:19]=[C:14]([NH:13][C:11]3[CH:10]=[CH:9][CH:8]=[C:7]([N:3]4[CH2:4][CH2:5][CH2:6][CH:2]4[CH3:1])[N:12]=3)[C:15]3[N:16]([CH:29]=[CH:30][N:31]=3)[N:17]=2)[CH:21]=1. The yield is 0.420. (3) The reactants are [Cl:1][C:2]1[C:11]2[CH2:10][N:9]([C@H:12]([CH:16]([CH3:18])[CH3:17])[C:13](O)=[O:14])[C:8](=[O:19])[C:7]3=[CH:20][NH:21][C:5]([C:6]=23)=[N:4][CH:3]=1.[NH2:22][C:23]1[CH:24]=[C:25]([CH:28]=[CH:29][CH:30]=1)[C:26]#[N:27].CN(C(ON1N=NC2C=CC=NC1=2)=[N+](C)C)C.F[P-](F)(F)(F)(F)F. The catalyst is C1COCC1. The product is [Cl:1][C:2]1[C:11]2[CH2:10][N:9]([C@H:12]([CH:16]([CH3:17])[CH3:18])[C:13]([NH:22][C:23]3[CH:30]=[CH:29][CH:28]=[C:25]([C:26]#[N:27])[CH:24]=3)=[O:14])[C:8](=[O:19])[C:7]3=[CH:20][NH:21][C:5]([C:6]=23)=[N:4][CH:3]=1. The yield is 0.136. (4) The reactants are [CH2:1]([C:5]1[CH:6]=[C:7]([O:12][C:13]2[C:14]([F:38])=[C:15]([CH2:20][NH:21][C:22]([C:24]3[N:28](COCC[Si](C)(C)C)[CH:27]=[N:26][C:25]=3[Cl:37])=[O:23])[CH:16]=[CH:17][C:18]=2[Cl:19])[CH:8]=[C:9]([Cl:11])[CH:10]=1)[CH2:2][CH2:3][CH3:4].C(O)(C(F)(F)F)=O.C(=O)(O)[O-].[Na+]. The catalyst is C(Cl)Cl.CCOC(C)=O. The product is [CH2:1]([C:5]1[CH:6]=[C:7]([O:12][C:13]2[C:14]([F:38])=[C:15]([CH2:20][NH:21][C:22]([C:24]3[NH:28][CH:27]=[N:26][C:25]=3[Cl:37])=[O:23])[CH:16]=[CH:17][C:18]=2[Cl:19])[CH:8]=[C:9]([Cl:11])[CH:10]=1)[CH2:2][CH2:3][CH3:4]. The yield is 0.810. (5) The reactants are Cl.[CH:2]1([CH2:5][CH2:6][NH2:7])[CH2:4][CH2:3]1.C(N(C(C)C)CC)(C)C.[N:17]([C:20]1[CH:25]=[CH:24][C:23]([C:26]2[N:27]=[C:28]([CH3:31])[S:29][CH:30]=2)=[CH:22][CH:21]=1)=[C:18]=[O:19].[C:32](Cl)(=[O:37])[CH2:33][C:34](Cl)=[O:35]. The catalyst is C(Cl)(Cl)Cl. The product is [CH:2]1([CH2:5][CH2:6][N:7]2[C:34](=[O:35])[CH2:33][C:32](=[O:37])[N:17]([C:20]3[CH:25]=[CH:24][C:23]([C:26]4[N:27]=[C:28]([CH3:31])[S:29][CH:30]=4)=[CH:22][CH:21]=3)[C:18]2=[O:19])[CH2:4][CH2:3]1. The yield is 0.330.